From a dataset of Full USPTO retrosynthesis dataset with 1.9M reactions from patents (1976-2016). Predict the reactants needed to synthesize the given product. (1) Given the product [C:1]([O:5][C:6]([N:8]1[CH2:13][CH2:12][C@@H:11]([OH:14])[C@H:10]([CH2:26][O:27][C:28]2[N:29]=[N:30][C:31]([CH2:47][CH2:48][CH2:49][CH3:50])=[C:32]([C:34]3[CH:35]=[CH:36][C:37]([O:40][CH:41]4[CH2:46][CH2:45][CH2:44][CH2:43][CH2:42]4)=[CH:38][CH:39]=3)[CH:33]=2)[CH2:9]1)=[O:7])([CH3:4])([CH3:3])[CH3:2], predict the reactants needed to synthesize it. The reactants are: [C:1]([O:5][C:6]([N:8]1[CH2:13][CH2:12][C@@H:11]([O:14]C(=O)C2C=CC([N+]([O-])=O)=CC=2)[C@H:10]([CH2:26][O:27][C:28]2[N:29]=[N:30][C:31]([CH2:47][CH2:48][CH2:49][CH3:50])=[C:32]([C:34]3[CH:39]=[CH:38][C:37]([O:40][CH:41]4[CH2:46][CH2:45][CH2:44][CH2:43][CH2:42]4)=[CH:36][CH:35]=3)[CH:33]=2)[CH2:9]1)=[O:7])([CH3:4])([CH3:3])[CH3:2].[OH-].[Na+]. (2) Given the product [Cl:61][C:62]1[CH:70]=[CH:69][C:65]([C:66]([NH:34][C:35]2[CH:36]=[CH:37][C:38]([C:41]3[CH:49]=[C:48]4[C:44]([CH2:45][N:46]([CH:51]5[CH2:56][CH2:55][CH2:54][CH:53]([C:57]([O:59][CH3:60])=[O:58])[CH2:52]5)[C:47]4=[O:50])=[CH:43][CH:42]=3)=[CH:39][CH:40]=2)=[O:67])=[CH:64][CH:63]=1, predict the reactants needed to synthesize it. The reactants are: C(NC1C=CC(C2C=C3C(CN([C@@H](C(C)C)C(OC)=O)C3=O)=CC=2)=CC=1)(=O)C1C=CC=CC=1.[NH2:34][C:35]1[CH:40]=[CH:39][C:38]([C:41]2[CH:49]=[C:48]3[C:44]([CH2:45][N:46]([CH:51]4[CH2:56][CH2:55][CH2:54][CH:53]([C:57]([O:59][CH3:60])=[O:58])[CH2:52]4)[C:47]3=[O:50])=[CH:43][CH:42]=2)=[CH:37][CH:36]=1.[Cl:61][C:62]1[CH:70]=[CH:69][C:65]([C:66](Cl)=[O:67])=[CH:64][CH:63]=1. (3) Given the product [C:3]([O:7][C:8]([N:10]1[CH2:11][CH2:12][C:13]2([O:17][C:16](=[O:18])[N:15]([CH2:21][C:22]3[CH:27]=[CH:26][CH:25]=[CH:24][CH:23]=3)[CH2:14]2)[CH2:19][CH2:20]1)=[O:9])([CH3:6])([CH3:4])[CH3:5], predict the reactants needed to synthesize it. The reactants are: [H-].[Na+].[C:3]([O:7][C:8]([N:10]1[CH2:20][CH2:19][C:13]2([O:17][C:16](=[O:18])[NH:15][CH2:14]2)[CH2:12][CH2:11]1)=[O:9])([CH3:6])([CH3:5])[CH3:4].[CH2:21](Br)[C:22]1[CH:27]=[CH:26][CH:25]=[CH:24][CH:23]=1.O. (4) Given the product [CH2:13]([O:15][C:16]([C@H:18]1[CH2:23][CH2:22][C@@H:21]([NH:24][C:2]2[N:7]=[C:6]([N:8]([CH3:10])[CH3:9])[CH:5]=[C:4]([CH3:11])[N:3]=2)[CH2:20][CH2:19]1)=[O:17])[CH3:14], predict the reactants needed to synthesize it. The reactants are: Cl[C:2]1[N:7]=[C:6]([N:8]([CH3:10])[CH3:9])[CH:5]=[C:4]([CH3:11])[N:3]=1.Cl.[CH2:13]([O:15][C:16]([C@H:18]1[CH2:23][CH2:22][C@@H:21]([NH2:24])[CH2:20][CH2:19]1)=[O:17])[CH3:14].CCN(C(C)C)C(C)C. (5) Given the product [CH3:1][C:2]1[C:16]([C:17]([OH:14])=[O:18])=[CH:9][C:8]([CH3:13])=[C:7]2[C:3]=1[CH:4]=[CH:5][NH:6]2, predict the reactants needed to synthesize it. The reactants are: [CH3:1][C:2]1C(C#N)=[CH:9][C:8]([CH3:13])=[C:7]2[C:3]=1[CH:4]=[CH:5][NH:6]2.[OH-:14].[K+].[CH3:16][CH2:17][OH:18].